Dataset: Forward reaction prediction with 1.9M reactions from USPTO patents (1976-2016). Task: Predict the product of the given reaction. (1) Given the reactants [CH3:1][O:2][C:3]1[N:8]=[C:7]2[CH:9]=[CH:10][NH:11][C:6]2=[CH:5][CH:4]=1.[C:12](O[C:12]([O:14][C:15]([CH3:18])([CH3:17])[CH3:16])=[O:13])([O:14][C:15]([CH3:18])([CH3:17])[CH3:16])=[O:13], predict the reaction product. The product is: [C:15]([O:14][C:12]([N:11]1[C:6]2[C:7](=[N:8][C:3]([O:2][CH3:1])=[CH:4][CH:5]=2)[CH:9]=[CH:10]1)=[O:13])([CH3:18])([CH3:17])[CH3:16]. (2) Given the reactants [F:1][C:2]1[CH:3]=[N:4][CH:5]=[CH:6][C:7]=1[O:8][C:9]1[N:19]=[C:18]([NH:20][C:21]2[CH:26]=[CH:25][C:24]([N:27]3[CH2:32][CH2:31][N:30](C(OC(C)(C)C)=O)[CH2:29][CH2:28]3)=[CH:23][C:22]=2[O:40][CH3:41])[C:12]2[C:13](=[O:17])[NH:14][N:15]=[CH:16][C:11]=2[CH:10]=1.FC(F)(F)C(O)=O, predict the reaction product. The product is: [F:1][C:2]1[CH:3]=[N:4][CH:5]=[CH:6][C:7]=1[O:8][C:9]1[N:19]=[C:18]([NH:20][C:21]2[CH:26]=[CH:25][C:24]([N:27]3[CH2:28][CH2:29][NH:30][CH2:31][CH2:32]3)=[CH:23][C:22]=2[O:40][CH3:41])[C:12]2=[C:13]([OH:17])[N:14]=[N:15][CH:16]=[C:11]2[CH:10]=1. (3) Given the reactants [CH3:1][O:2][C:3]1[CH:8]=[CH:7][C:6]([C:9]2[C:13]3[CH2:14][C:15]4[S:16][C:17]([C:20]5[CH:25]=[CH:24][N:23]=[CH:22][CH:21]=5)=[CH:18][C:19]=4[C:12]=3[N:11](COCC[Si](C)(C)C)[N:10]=2)=[CH:5][CH:4]=1.Cl, predict the reaction product. The product is: [CH3:1][O:2][C:3]1[CH:4]=[CH:5][C:6]([C:9]2[C:13]3[CH2:14][C:15]4[S:16][C:17]([C:20]5[CH:21]=[CH:22][N:23]=[CH:24][CH:25]=5)=[CH:18][C:19]=4[C:12]=3[NH:11][N:10]=2)=[CH:7][CH:8]=1. (4) Given the reactants [CH:1]([C:4]1[NH:5][C:6]([C:16]2[CH:21]=[CH:20][CH:19]=[C:18](B3OC(C)(C)C(C)(C)O3)[CH:17]=2)=[C:7]([C:9]2[CH:14]=[CH:13][CH:12]=[C:11]([CH3:15])[N:10]=2)[N:8]=1)([CH3:3])[CH3:2].Br[C:32]1[CH:37]=[CH:36][C:35]([S:38]([NH2:41])(=[O:40])=[O:39])=[CH:34][CH:33]=1, predict the reaction product. The product is: [CH:1]([C:4]1[NH:5][C:6]([C:16]2[CH:17]=[C:18]([C:32]3[CH:37]=[CH:36][C:35]([S:38]([NH2:41])(=[O:40])=[O:39])=[CH:34][CH:33]=3)[CH:19]=[CH:20][CH:21]=2)=[C:7]([C:9]2[CH:14]=[CH:13][CH:12]=[C:11]([CH3:15])[N:10]=2)[N:8]=1)([CH3:3])[CH3:2]. (5) Given the reactants C([O:8][C:9]1[N:10]=[N:11][C:12]([CH2:23][O:24][C:25]2[CH:34]=[CH:33][C:32]3[C:27](=[CH:28][CH:29]=[CH:30][CH:31]=3)[CH:26]=2)=[CH:13][C:14]=1[O:15]CC1C=CC=CC=1)C1C=CC=CC=1, predict the reaction product. The product is: [OH:8][C:9]1[C:14](=[O:15])[CH:13]=[C:12]([CH2:23][O:24][C:25]2[CH:34]=[CH:33][C:32]3[C:27](=[CH:28][CH:29]=[CH:30][CH:31]=3)[CH:26]=2)[NH:11][N:10]=1. (6) Given the reactants O1CC[N:4]([CH:7]=[CH:8][C:9]#N)CC1.[CH3:11][C:12]1[NH:16][N:15]=[C:14]([NH2:17])[CH:13]=1, predict the reaction product. The product is: [CH3:11][C:12]1[CH:13]=[C:14]2[N:17]=[CH:9][CH:8]=[C:7]([NH2:4])[N:15]2[N:16]=1.